This data is from Full USPTO retrosynthesis dataset with 1.9M reactions from patents (1976-2016). The task is: Predict the reactants needed to synthesize the given product. The reactants are: [CH2:1]([C:4]1[C:11]([OH:12])=[CH:10][CH:9]=[CH:8][C:5]=1[CH:6]=[O:7])[CH:2]=[CH2:3].[I-].[Na+].C(=O)([O-])[O-].[K+].[K+].[CH3:21][O:22][C:23]1[CH:30]=[CH:29][C:26]([CH2:27]Cl)=[CH:25][CH:24]=1. Given the product [CH2:1]([C:4]1[C:11]([O:12][CH2:27][C:26]2[CH:29]=[CH:30][C:23]([O:22][CH3:21])=[CH:24][CH:25]=2)=[CH:10][CH:9]=[CH:8][C:5]=1[CH:6]=[O:7])[CH:2]=[CH2:3], predict the reactants needed to synthesize it.